From a dataset of Reaction yield outcomes from USPTO patents with 853,638 reactions. Predict the reaction yield, written as a fraction of the theoretical maximum amount of product (1.0 means a 100% yield; for example, 0.34 means a 34% yield). (1) The reactants are [C:1]1([CH3:13])[C:2]([NH:7][CH2:8][C:9](OC)=[O:10])=[CH:3][CH:4]=[CH:5][CH:6]=1.O.[NH2:15][NH2:16]. The product is [C:1]1([CH3:13])[C:2]([NH:7][CH2:8][C:9]([NH:15][NH2:16])=[O:10])=[CH:3][CH:4]=[CH:5][CH:6]=1. The catalyst is O1CCCC1. The yield is 0.180. (2) The reactants are [Cl:1][C:2]1[CH:11]=[CH:10][C:5]([C:6]([O:8]C)=[O:7])=[CH:4][C:3]=1[O:12][C:13]([F:16])([F:15])[F:14].[OH-].[Na+].Cl. The catalyst is CO.O. The product is [Cl:1][C:2]1[CH:11]=[CH:10][C:5]([C:6]([OH:8])=[O:7])=[CH:4][C:3]=1[O:12][C:13]([F:14])([F:16])[F:15]. The yield is 0.740. (3) The reactants are [NH2:1][C:2]1[S:3][C:4]([N:12]([CH2:14][CH2:15][O:16][CH3:17])[CH3:13])=[C:5]([C:7]2[O:8][CH:9]=[CH:10][CH:11]=2)[N:6]=1.C(O)(=O)/C=[CH:20]/[C:21](O)=[O:22]. The catalyst is C(O)C. The product is [O:8]1[CH:9]=[CH:10][CH:11]=[C:7]1[C:5]1[N:6]=[C:2]([NH:1][C:21](=[O:22])[CH3:20])[S:3][C:4]=1[N:12]([CH2:14][CH2:15][O:16][CH3:17])[CH3:13]. The yield is 0.180. (4) The product is [O:65]([NH:83][C:42](=[O:43])[CH2:41][C@@H:40]([N:45]1[CH:49]=[CH:48][C:47]([C:50]2[CH:51]=[CH:52][C:53]([C:56]3[CH:57]=[CH:58][N:59]=[CH:60][CH:61]=3)=[CH:54][CH:55]=2)=[CH:46]1)[C:39]([NH:38][C@H:35]([CH2:36][OH:37])[C:34]([CH3:33])([CH3:64])[CH3:63])=[O:62])[Si:66]([C:79]([CH3:81])([CH3:80])[CH3:82])([C:73]1[CH:74]=[CH:75][CH:76]=[CH:77][CH:78]=1)[C:67]1[CH:72]=[CH:71][CH:70]=[CH:69][CH:68]=1. The yield is 0.430. The reactants are C(OC(=O)C[C@@H](NC(OC(C)(C)C)=O)C(N[C@H](C(=O)NC)C(C)(C)C)=O)C1C=CC=CC=1.[CH3:33][C:34]([CH3:64])([CH3:63])[C@H:35]([NH:38][C:39](=[O:62])[C@H:40]([N:45]1[CH:49]=[CH:48][C:47]([C:50]2[CH:55]=[CH:54][C:53]([C:56]3[CH:61]=[CH:60][N:59]=[CH:58][CH:57]=3)=[CH:52][CH:51]=2)=[CH:46]1)[CH2:41][C:42](O)=[O:43])[CH2:36][OH:37].[O:65]([NH2:83])[Si:66]([C:79]([CH3:82])([CH3:81])[CH3:80])([C:73]1[CH:78]=[CH:77][CH:76]=[CH:75][CH:74]=1)[C:67]1[CH:72]=[CH:71][CH:70]=[CH:69][CH:68]=1.CN(C(ON1N=NC2C=CC=CC1=2)=[N+](C)C)C.[B-](F)(F)(F)F. The catalyst is CO.C(Cl)Cl. (5) The reactants are [C:1]([C:4]1[CH:5]=[C:6]([N:10]2[C:15](=[O:16])[C:14]([CH2:17][C:18]3[CH:23]=[CH:22][C:21]([C:24]4[C:25]([C:30]#[N:31])=[CH:26][CH:27]=[CH:28][CH:29]=4)=[CH:20][CH:19]=3)=[C:13]([CH2:32][CH2:33][CH3:34])[N:12]=[C:11]2[CH2:35][CH3:36])[CH:7]=[CH:8][CH:9]=1)(=[O:3])[CH3:2].[CH3:37][Li].[Cl-].[NH4+]. The catalyst is O1CCCC1. The product is [CH2:35]([C:11]1[N:10]([C:6]2[CH:7]=[CH:8][CH:9]=[C:4]([C:1]([OH:3])([CH3:37])[CH3:2])[CH:5]=2)[C:15](=[O:16])[C:14]([CH2:17][C:18]2[CH:23]=[CH:22][C:21]([C:24]3[C:25]([C:30]#[N:31])=[CH:26][CH:27]=[CH:28][CH:29]=3)=[CH:20][CH:19]=2)=[C:13]([CH2:32][CH2:33][CH3:34])[N:12]=1)[CH3:36]. The yield is 0.830. (6) The reactants are [Si:1]([O:8][CH2:9][C@@H:10]1[C@@H:14]([OH:15])[CH2:13][C@H:12]([N:16]2[CH:24]=[N:23][C:22]3[C:17]2=[N:18][CH:19]=[N:20][C:21]=3[CH2:25][CH2:26][C:27]2[CH:32]=[CH:31][CH:30]=[CH:29][CH:28]=2)[O:11]1)([C:4]([CH3:7])([CH3:6])[CH3:5])([CH3:3])[CH3:2].[H-].[Na+].[CH3:35]I. The catalyst is C1COCC1. The product is [Si:1]([O:8][CH2:9][C@H:10]1[O:11][C@@H:12]([N:16]2[CH:24]=[N:23][C:22]3[C:17]2=[N:18][CH:19]=[N:20][C:21]=3[CH2:25][CH2:26][C:27]2[CH:28]=[CH:29][CH:30]=[CH:31][CH:32]=2)[CH2:13][C@@H:14]1[O:15][CH3:35])([C:4]([CH3:6])([CH3:7])[CH3:5])([CH3:2])[CH3:3]. The yield is 0.650. (7) The reactants are [F:1][C:2]([F:7])([F:6])[C:3]([OH:5])=[O:4].Cl[C:9]1[CH:14]=[CH:13][C:12]([N:15]2[C:24]3[C:19](=[CH:20][C:21]([S:25]([NH:28][C:29]4[CH:33]=[CH:32][O:31][N:30]=4)(=[O:27])=[O:26])=[CH:22][CH:23]=3)[CH:18]=[CH:17][C:16]2=[O:34])=[C:11]([C:35]2[CH2:36][CH2:37][N:38]([CH3:41])[CH2:39][CH:40]=2)[CH:10]=1.CO[C:44]1[CH:45]=[CH:46][CH:47]=[C:48](OC)[C:49]=1[C:44]1[CH:49]=[CH:48][CH:47]=[CH:46][C:45]=1P(C1CCCCC1)C1CCCCC1.P([O-])([O-])([O-])=O.[K+].[K+].[K+]. No catalyst specified. The product is [F:1][C:2]([F:7])([F:6])[C:3]([OH:5])=[O:4].[F:1][C:49]1[CH:48]=[CH:47][C:46]([C:9]2[CH:14]=[CH:13][C:12]([N:15]3[C:24]4[C:19](=[CH:20][C:21]([S:25]([NH:28][C:29]5[CH:33]=[CH:32][O:31][N:30]=5)(=[O:27])=[O:26])=[CH:22][CH:23]=4)[CH:18]=[CH:17][C:16]3=[O:34])=[C:11]([C:35]3[CH2:36][CH2:37][N:38]([CH3:41])[CH2:39][CH:40]=3)[CH:10]=2)=[CH:45][CH:44]=1. The yield is 0.492.